From a dataset of Catalyst prediction with 721,799 reactions and 888 catalyst types from USPTO. Predict which catalyst facilitates the given reaction. (1) Reactant: [NH:1]1[C:9]2[C:4](=[CH:5][C:6]([CH:10]3[CH2:16][C:15](=O)[NH:14][CH2:13][C:12]4[CH:18]=[CH:19][CH:20]=[CH:21][C:11]3=4)=[CH:7][CH:8]=2)[CH:3]=[CH:2]1.[H-].[Al+3].[Li+].[H-].[H-].[H-]. Product: [NH:1]1[C:9]2[C:4](=[CH:5][C:6]([CH:10]3[CH2:16][CH2:15][NH:14][CH2:13][C:12]4[CH:18]=[CH:19][CH:20]=[CH:21][C:11]3=4)=[CH:7][CH:8]=2)[CH:3]=[CH:2]1. The catalyst class is: 7. (2) Reactant: [N+:1]([C:4]1[CH:9]=[CH:8][C:7]([C:10]([P:13](=[O:20])([O:17][CH2:18][CH3:19])[O:14][CH2:15][CH3:16])([CH3:12])[CH3:11])=[CH:6][CH:5]=1)([O-])=O. Product: [NH2:1][C:4]1[CH:5]=[CH:6][C:7]([C:10]([P:13](=[O:20])([O:14][CH2:15][CH3:16])[O:17][CH2:18][CH3:19])([CH3:12])[CH3:11])=[CH:8][CH:9]=1. The catalyst class is: 19. (3) The catalyst class is: 4. Product: [F:1][C:2]1[CH:3]=[CH:4][C:5]([C:8]([C:10]2[CH:15]=[CH:14][C:13]([O:16][CH2:17][CH2:18][O:19][CH:21]3[CH2:22][CH2:23][CH2:24][CH2:25][O:20]3)=[CH:12][CH:11]=2)=[O:9])=[CH:6][CH:7]=1. Reactant: [F:1][C:2]1[CH:7]=[CH:6][C:5]([C:8]([C:10]2[CH:15]=[CH:14][C:13]([O:16][CH2:17][CH2:18][OH:19])=[CH:12][CH:11]=2)=[O:9])=[CH:4][CH:3]=1.[O:20]1[CH:25]=[CH:24][CH2:23][CH2:22][CH2:21]1.C1(C)C=CC(S(O)(=O)=O)=CC=1. (4) Reactant: [CH3:1][O:2][C:3]1[C:12]([O:13][CH3:14])=[C:11]2[C:6]([C:7]([NH:15][C@@H:16]3[CH2:20][CH2:19][O:18][CH2:17]3)=[N:8][CH:9]=[N:10]2)=[CH:5][CH:4]=1.[H-].[Na+].I[CH2:24][CH2:25][CH3:26]. Product: [CH3:1][O:2][C:3]1[C:12]([O:13][CH3:14])=[C:11]2[C:6]([C:7]([N:15]([CH2:24][CH2:25][CH3:26])[C@@H:16]3[CH2:20][CH2:19][O:18][CH2:17]3)=[N:8][CH:9]=[N:10]2)=[CH:5][CH:4]=1. The catalyst class is: 1.